Binary Classification. Given a miRNA mature sequence and a target amino acid sequence, predict their likelihood of interaction. From a dataset of Experimentally validated miRNA-target interactions with 360,000+ pairs, plus equal number of negative samples. (1) The miRNA is hsa-let-7e-5p with sequence UGAGGUAGGAGGUUGUAUAGUU. The protein sequence of the target gene is MEPDDFDSEDKEILSWDINDVKLPQNVKKTDWFQEWPDSYAKHIYSSEDKNAQRHLSSWAMRNTNNHNSRILKKSCLGVVVCGRDCLAEEGRKIYLRPAICDKARQKQQRKRCPNCDGPLKLIPCRGHGGFPVTNFWRHDGRFIFFQSKGEHDHPKPETKLEAEARRAMKKVNTAPSSVSLSLKGSTETRSLPGETQSQGSLPLTWSFQEGVQLPGSYSGHLIANTPQQNSLNDCFSFSKSYGLGGITDLTDQTSTVDPMKLYEKRKLSSSRTYSSGDLLPPSASGVYSDHGDLQAWSKN.... Result: 0 (no interaction). (2) The miRNA is mmu-miR-202-3p with sequence AGAGGUAUAGCGCAUGGGAAGA. The protein sequence of the target gene is MAQRYDELPHYGGMDGVGVPASMYGDPHAPRPIPPVHHLNHGPPLHATQHYGAHAPHPNVMPASMGSAVNDALKRDKDAIYGHPLFPLLALVFEKCELATCTPREPGVAGGDVCSSDSFNEDIAVFAKQVRAEKPLFSSNPELDNLMIQAIQVLRFHLLELEKVHELCDNFCHRYISCLKGKMPIDLVIDERDGSSKSDHEELSGSSTNLADHNPSSWRDHDDATSTHSAGTPGPSSGGHASQSGDNSSEQGDGLDNSVASPGTGDDDDPDKDKKRQKKRGIFPKVATNIMRAWLFQHLT.... Result: 1 (interaction). (3) The miRNA is mmu-miR-17-5p with sequence CAAAGUGCUUACAGUGCAGGUAG. The protein sequence of the target gene is MAASADLSKSSPTPNGIPSSDTANDTMDPFHACSILKQLKTMYDEGQLTDIVVEVDHGKTFSCHRNVLAAISPYFRSMFTSGLTESTQKEVRIIGVEAESMDLVLNYAYTSRVILTEANVQALFTTASIFQIPSIQDQCAKYMISHLDPQNSIGVFIFADHYGHQELGDRSKEYIRKKFLCVTKEQEFLQLTKDQLISILDSDDLNVDREEHVYESIIRWFEHEQSEREVHLPEIFAKCIRFPLMEDTFIEKIPPQFAQAIVKSCGEPSNTSGCTQRLGMTASEMIICFDAAHKHSGKKQ.... Result: 1 (interaction).